Task: Predict the reactants needed to synthesize the given product.. Dataset: Full USPTO retrosynthesis dataset with 1.9M reactions from patents (1976-2016) Given the product [C:15]([O:14][C:13]([NH:12][C@@H:10]([C:7]1[CH:8]=[CH:9][C:4]([C:54]([O:53][CH3:52])=[O:55])=[CH:5][CH:6]=1)[CH3:11])=[O:19])([CH3:18])([CH3:17])[CH3:16], predict the reactants needed to synthesize it. The reactants are: O=O.Br[C:4]1[CH:9]=[CH:8][C:7]([C@H:10]([NH:12][C:13](=[O:19])[O:14][C:15]([CH3:18])([CH3:17])[CH3:16])[CH3:11])=[CH:6][CH:5]=1.C(P(C1C=CC=CC=1)C1C=CC=CC=1)CCP(C1C=CC=CC=1)C1C=CC=CC=1.CN([CH:52]=[O:53])C.[CH3:54][OH:55].